Predict the product of the given reaction. From a dataset of Forward reaction prediction with 1.9M reactions from USPTO patents (1976-2016). (1) Given the reactants [C:1]([O:5][C:6]([C:8]1[CH:9]=[C:10]([CH:15]=[CH:16][C:17]=1[OH:18])[C:11]([O:13]C)=[O:12])=[O:7])([CH3:4])([CH3:3])[CH3:2].[OH-].[Na+].Cl, predict the reaction product. The product is: [C:1]([O:5][C:6]([C:8]1[CH:9]=[C:10]([CH:15]=[CH:16][C:17]=1[OH:18])[C:11]([OH:13])=[O:12])=[O:7])([CH3:4])([CH3:2])[CH3:3]. (2) Given the reactants [CH2:1]([O:8][C:9](=[O:24])[C@H:10]([CH2:19][CH2:20][C:21]([OH:23])=O)[NH:11][C:12]([O:14][C:15]([CH3:18])([CH3:17])[CH3:16])=[O:13])[C:2]1[CH:7]=[CH:6][CH:5]=[CH:4][CH:3]=1.CCN=C=NCCCN(C)C.Cl.C1C=CC2N(O)N=NC=2C=1.[CH3:47][C:48]1[C:53]([CH3:54])=[CH:52][C:51]([NH2:55])=[C:50]([NH2:56])[CH:49]=1, predict the reaction product. The product is: [CH2:1]([O:8][C:9](=[O:24])[C@@H:10]([NH:11][C:12]([O:14][C:15]([CH3:16])([CH3:17])[CH3:18])=[O:13])[CH2:19][CH2:20][C:21](=[O:23])[NH:55][C:51]1[CH:52]=[C:53]([CH3:54])[C:48]([CH3:47])=[CH:49][C:50]=1[NH2:56])[C:2]1[CH:3]=[CH:4][CH:5]=[CH:6][CH:7]=1. (3) Given the reactants [F:1][C:2]([F:22])([F:21])[C:3]1[CH:8]=[CH:7][C:6]([C:9]2[N:14]=[C:13]([C@H:15]([OH:20])[CH2:16][CH2:17][CH2:18][CH3:19])[CH:12]=[CH:11][CH:10]=2)=[CH:5][CH:4]=1.[Cl:23][C:24]1[CH:25]=[C:26]([CH2:33][CH2:34][C:35]([O:37][CH2:38][CH3:39])=[O:36])[CH:27]=[C:28]([O:31][CH3:32])[C:29]=1O.C1CCN(C(N=NC(N2CCCCC2)=O)=O)CC1.P(CCCC)(CCCC)CCCC, predict the reaction product. The product is: [Cl:23][C:24]1[CH:25]=[C:26]([CH2:33][CH2:34][C:35]([O:37][CH2:38][CH3:39])=[O:36])[CH:27]=[C:28]([O:31][CH3:32])[C:29]=1[O:20][C@H:15]([C:13]1[CH:12]=[CH:11][CH:10]=[C:9]([C:6]2[CH:5]=[CH:4][C:3]([C:2]([F:21])([F:1])[F:22])=[CH:8][CH:7]=2)[N:14]=1)[CH2:16][CH2:17][CH2:18][CH3:19]. (4) Given the reactants [NH2:1][CH2:2][CH:3]([OH:8])[CH2:4][CH:5]([CH3:7])[CH3:6].[H-].[Na+].[O:11]1[C:15]2[CH:16]=[CH:17][CH:18]=[CH:19][C:14]=2[CH:13]=[C:12]1[C:20]1[N:24]2[N:25]=[C:26](Cl)[CH:27]=[CH:28][C:23]2=[N:22][CH:21]=1, predict the reaction product. The product is: [O:11]1[C:15]2[CH:16]=[CH:17][CH:18]=[CH:19][C:14]=2[CH:13]=[C:12]1[C:20]1[N:24]2[N:25]=[C:26]([O:8][CH:3]([CH2:4][CH:5]([CH3:7])[CH3:6])[CH2:2][NH2:1])[CH:27]=[CH:28][C:23]2=[N:22][CH:21]=1. (5) Given the reactants [F:1][C:2]([F:18])([F:17])[C:3]1[CH:4]=[CH:5][C:6]([O:9][C:10]2[CH:15]=[CH:14][C:13]([OH:16])=[CH:12][CH:11]=2)=[N:7][CH:8]=1.[I-].C[N+]1C=CN([C:26]([N:28]2[CH2:33][CH2:32][CH:31]([CH2:34][C:35]3[CH:40]=[CH:39][CH:38]=[CH:37][CH:36]=3)[CH2:30][CH2:29]2)=[O:27])C=1, predict the reaction product. The product is: [F:18][C:2]([F:1])([F:17])[C:3]1[CH:4]=[CH:5][C:6]([O:9][C:10]2[CH:11]=[CH:12][C:13]([O:16][C:26]([N:28]3[CH2:29][CH2:30][CH:31]([CH2:34][C:35]4[CH:36]=[CH:37][CH:38]=[CH:39][CH:40]=4)[CH2:32][CH2:33]3)=[O:27])=[CH:14][CH:15]=2)=[N:7][CH:8]=1. (6) Given the reactants [Cl:1][CH2:2][C:3]([NH:5][CH2:6][C:7]1[S:8][C:9]([C:12]2[CH:17]=[C:16]([CH2:18][CH3:19])[C:15](=[O:20])[NH:14][C:13]=2[CH3:21])=[CH:10][CH:11]=1)=[O:4].[NH:22]1[CH2:26][CH2:25][CH2:24][CH2:23]1.C(=O)([O-])[O-].[K+].[K+], predict the reaction product. The product is: [ClH:1].[CH2:18]([C:16]1[C:15](=[O:20])[NH:14][C:13]([CH3:21])=[C:12]([C:9]2[S:8][C:7]([CH2:6][NH:5][C:3](=[O:4])[CH2:2][N:22]3[CH2:26][CH2:25][CH2:24][CH2:23]3)=[CH:11][CH:10]=2)[CH:17]=1)[CH3:19]. (7) Given the reactants [Si]([O:8][CH2:9][CH2:10][C@H:11]1[C:16]2[CH:17]=[CH:18][C:19]([S:21]([NH2:24])(=[O:23])=[O:22])=[CH:20][C:15]=2[CH2:14][CH2:13][O:12]1)(C(C)(C)C)(C)C.[F-].C([N+](CCCC)(CCCC)CCCC)CCC, predict the reaction product. The product is: [OH:8][CH2:9][CH2:10][C@H:11]1[C:16]2[CH:17]=[CH:18][C:19]([S:21]([NH2:24])(=[O:23])=[O:22])=[CH:20][C:15]=2[CH2:14][CH2:13][O:12]1. (8) Given the reactants [CH2:1]([O:3][C@H:4]1[CH2:9][CH2:8][C@H:7]([NH:10][C:11]2[CH:12]=[CH:13][C:14]3[N:15]([C:17]([C:22]4[CH:27]=[CH:26][N:25]=[CH:24][CH:23]=4)=[C:18]([C:20]#[N:21])[N:19]=3)[N:16]=2)[CH2:6][CH2:5]1)[CH3:2].[OH-:28].[Na+].OO, predict the reaction product. The product is: [CH2:1]([O:3][C@H:4]1[CH2:5][CH2:6][C@H:7]([NH:10][C:11]2[CH:12]=[CH:13][C:14]3[N:15]([C:17]([C:22]4[CH:23]=[CH:24][N:25]=[CH:26][CH:27]=4)=[C:18]([C:20]([NH2:21])=[O:28])[N:19]=3)[N:16]=2)[CH2:8][CH2:9]1)[CH3:2]. (9) Given the reactants [N+:1]([C:4]1[CH:13]=[CH:12][CH:11]=[C:10]2[C:5]=1[CH:6]=[CH:7][N:8]([CH2:15][C:16]1[CH:21]=[CH:20][CH:19]=[CH:18][N:17]=1)[C:9]2=[O:14])([O-])=O.CO, predict the reaction product. The product is: [NH2:1][C:4]1[CH:13]=[CH:12][CH:11]=[C:10]2[C:5]=1[CH:6]=[CH:7][N:8]([CH2:15][C:16]1[CH:21]=[CH:20][CH:19]=[CH:18][N:17]=1)[C:9]2=[O:14]. (10) Given the reactants Cl.Cl.[Cl:3][C:4]1[CH:9]=[CH:8][C:7]([C@@H:10]2[CH2:15][N:14]([CH3:16])[CH2:13][CH2:12][N:11]2CC=C)=[CH:6][CH:5]=1.C1(C)C=CC=CC=1.[OH-].[Na+], predict the reaction product. The product is: [Cl:3][C:4]1[CH:5]=[CH:6][C:7]([C@H:10]2[NH:11][CH2:12][CH2:13][N:14]([CH3:16])[CH2:15]2)=[CH:8][CH:9]=1.